From a dataset of Full USPTO retrosynthesis dataset with 1.9M reactions from patents (1976-2016). Predict the reactants needed to synthesize the given product. Given the product [Cl:1][C:2]1[N:7]=[CH:6][C:5]([O:8][C:9]2[C:14]([F:15])=[CH:13][C:12]([CH2:16][O:17][C:20]3[CH:21]=[C:22]4[N:29]([CH3:30])[C:28]([CH3:32])([CH3:31])[CH2:27][N:23]4[C:24](=[O:26])[N:25]=3)=[CH:11][C:10]=2[F:18])=[CH:4][CH:3]=1, predict the reactants needed to synthesize it. The reactants are: [Cl:1][C:2]1[N:7]=[CH:6][C:5]([O:8][C:9]2[C:14]([F:15])=[CH:13][C:12]([CH2:16][OH:17])=[CH:11][C:10]=2[F:18])=[CH:4][CH:3]=1.Cl[C:20]1[CH:21]=[C:22]2[N:29]([CH3:30])[C:28]([CH3:32])([CH3:31])[CH2:27][N:23]2[C:24](=[O:26])[N:25]=1.